Dataset: NCI-60 drug combinations with 297,098 pairs across 59 cell lines. Task: Regression. Given two drug SMILES strings and cell line genomic features, predict the synergy score measuring deviation from expected non-interaction effect. (1) Drug 1: CCC(=C(C1=CC=CC=C1)C2=CC=C(C=C2)OCCN(C)C)C3=CC=CC=C3.C(C(=O)O)C(CC(=O)O)(C(=O)O)O. Drug 2: CC1=C(C(=CC=C1)Cl)NC(=O)C2=CN=C(S2)NC3=CC(=NC(=N3)C)N4CCN(CC4)CCO. Cell line: IGROV1. Synergy scores: CSS=45.0, Synergy_ZIP=10.8, Synergy_Bliss=18.6, Synergy_Loewe=-45.5, Synergy_HSA=12.3. (2) Drug 1: CC1=C(C=C(C=C1)C(=O)NC2=CC(=CC(=C2)C(F)(F)F)N3C=C(N=C3)C)NC4=NC=CC(=N4)C5=CN=CC=C5. Drug 2: C1CC(=O)NC(=O)C1N2C(=O)C3=CC=CC=C3C2=O. Cell line: A498. Synergy scores: CSS=-0.507, Synergy_ZIP=-0.0990, Synergy_Bliss=-1.40, Synergy_Loewe=-3.48, Synergy_HSA=-3.45. (3) Drug 1: C1C(C(OC1N2C=C(C(=O)NC2=O)F)CO)O. Drug 2: C1=CN(C=N1)CC(O)(P(=O)(O)O)P(=O)(O)O. Cell line: EKVX. Synergy scores: CSS=2.06, Synergy_ZIP=2.30, Synergy_Bliss=-5.49, Synergy_Loewe=0.443, Synergy_HSA=-2.95. (4) Drug 1: C1=NC2=C(N=C(N=C2N1C3C(C(C(O3)CO)O)O)F)N. Drug 2: CC1=C(C(CCC1)(C)C)C=CC(=CC=CC(=CC(=O)O)C)C. Cell line: MDA-MB-231. Synergy scores: CSS=1.73, Synergy_ZIP=0.0211, Synergy_Bliss=0.221, Synergy_Loewe=-5.16, Synergy_HSA=-0.0372. (5) Drug 1: CC1=CC2C(CCC3(C2CCC3(C(=O)C)OC(=O)C)C)C4(C1=CC(=O)CC4)C. Drug 2: C1=NNC2=C1C(=O)NC=N2. Cell line: SK-OV-3. Synergy scores: CSS=5.26, Synergy_ZIP=-0.740, Synergy_Bliss=2.51, Synergy_Loewe=-1.83, Synergy_HSA=2.08.